Task: Predict the reaction yield, written as a fraction of the theoretical maximum amount of product (1.0 means a 100% yield; for example, 0.34 means a 34% yield).. Dataset: Reaction yield outcomes from USPTO patents with 853,638 reactions (1) The reactants are [CH3:1][C:2]1[C:6]([CH2:7][N:8]2[CH:12]=[C:11]([N:13]3[C:17](=[O:18])[CH2:16][NH:15][C:14]3=[O:19])[CH:10]=[N:9]2)=[C:5]([CH3:20])[O:4][N:3]=1.[O:21]1[C:25]2[CH:26]=[CH:27][C:28]([CH2:30]O)=[CH:29][C:24]=2[O:23][CH2:22]1. No catalyst specified. The product is [O:21]1[C:25]2[CH:26]=[CH:27][C:28]([CH2:30][N:15]3[CH2:16][C:17](=[O:18])[N:13]([C:11]4[CH:10]=[N:9][N:8]([CH2:7][C:6]5[C:2]([CH3:1])=[N:3][O:4][C:5]=5[CH3:20])[CH:12]=4)[C:14]3=[O:19])=[CH:29][C:24]=2[O:23][CH2:22]1. The yield is 0.190. (2) The reactants are [C:1]1([C:8]([OH:10])=O)([C:5]([OH:7])=[O:6])[CH2:4][CH2:3][CH2:2]1.C(N(CC)CC)C.S(Cl)(Cl)=O.[F:22][C:23]1[CH:29]=[CH:28][C:26]([NH2:27])=[CH:25][CH:24]=1. The catalyst is C1COCC1.C(OCC)(=O)C. The product is [F:22][C:23]1[CH:29]=[CH:28][C:26]([NH:27][C:8]([C:1]2([C:5]([OH:7])=[O:6])[CH2:2][CH2:3][CH2:4]2)=[O:10])=[CH:25][CH:24]=1. The yield is 0.349. (3) The reactants are Cl.[C:2](=O)(O)[O-].[Na+].ClC(O[CH2:11][C:12]1[CH:17]=CC=C[CH:13]=1)=O.N(C(OCC1C=CC=CC=1)=O)[C@H](C(OC)=O)CC1C=[CH:25][C:24]([OH:27])=[CH:23]C=1.OS(O)(=O)=O. The catalyst is C(Cl)Cl. The product is [C:24]([O:27][C:12]([CH3:11])([CH3:13])[CH3:17])([CH3:2])([CH3:25])[CH3:23]. The yield is 0.620. (4) The reactants are [CH:1]([C:4]1[CH:9]=[CH:8][CH:7]=[CH:6][C:5]=1[NH:10][C:11]([NH:13]/[N:14]=[CH:15]/[C:16]1[CH:21]=[CH:20][C:19]([C:22]2[N:26]=[CH:25][N:24]([C:27]3[CH:32]=[CH:31][C:30]([O:33][C:34]([F:37])([F:36])[F:35])=[CH:29][CH:28]=3)[N:23]=2)=[CH:18][CH:17]=1)=[S:12])([CH3:3])[CH3:2].[C:38](Cl)(=[O:41])[CH:39]=[CH2:40]. The catalyst is CC(=O)CC.C(Cl)Cl. The product is [CH:1]([C:4]1[CH:9]=[CH:8][CH:7]=[CH:6][C:5]=1[N:10]1[C:38](=[O:41])[CH2:39][CH2:40][S:12]/[C:11]/1=[N:13]/[N:14]=[CH:15]\[C:16]1[CH:17]=[CH:18][C:19]([C:22]2[N:26]=[CH:25][N:24]([C:27]3[CH:28]=[CH:29][C:30]([O:33][C:34]([F:37])([F:35])[F:36])=[CH:31][CH:32]=3)[N:23]=2)=[CH:20][CH:21]=1)([CH3:3])[CH3:2]. The yield is 0.230.